From a dataset of Forward reaction prediction with 1.9M reactions from USPTO patents (1976-2016). Predict the product of the given reaction. (1) Given the reactants [CH:1]1([C:4]2[CH:5]=[N:6][C:7]([NH:14][C:15]3[CH:16]=[C:17]4[C:21](=[CH:22][CH:23]=3)[NH:20][C:19]([C:24]3[CH:29]=[CH:28][CH:27]=[CH:26][CH:25]=3)=[CH:18]4)=[C:8]([CH:13]=2)[C:9]([O:11][CH3:12])=[O:10])[CH2:3][CH2:2]1.CC(C)([O-])C.[K+].[CH2:36](Br)[C:37]1[CH:42]=[CH:41][CH:40]=[CH:39][CH:38]=1.CN(C)C(=O)C, predict the reaction product. The product is: [CH2:36]([N:20]1[C:21]2[C:17](=[CH:16][C:15]([NH:14][C:7]3[N:6]=[CH:5][C:4]([CH:1]4[CH2:3][CH2:2]4)=[CH:13][C:8]=3[C:9]([O:11][CH3:12])=[O:10])=[CH:23][CH:22]=2)[CH:18]=[C:19]1[C:24]1[CH:29]=[CH:28][CH:27]=[CH:26][CH:25]=1)[C:37]1[CH:42]=[CH:41][CH:40]=[CH:39][CH:38]=1. (2) Given the reactants [Br-:1].[C:2]([CH2:5][CH2:6][CH2:7][CH2:8][CH2:9][N+:10]1[C:18]2[C:13](=[CH:14][CH:15]=[CH:16][CH:17]=2)[C:12]([CH3:20])([CH3:19])[C:11]=1[CH3:21])([OH:4])=[O:3].[C:22]1([NH:28][CH:29]=NC2C=CC=CC=2)[CH:27]=[CH:26][CH:25]=[CH:24][CH:23]=1, predict the reaction product. The product is: [Br-:1].[C:2]([CH2:5][CH2:6][CH2:7][CH2:8][CH2:9][N+:10]1[C:18]2[C:13](=[CH:14][CH:15]=[CH:16][CH:17]=2)[C:12]([CH3:20])([CH3:19])[C:11]=1[CH:21]=[CH:29][NH:28][C:22]1[CH:27]=[CH:26][CH:25]=[CH:24][CH:23]=1)([OH:4])=[O:3]. (3) Given the reactants Br[C:2]1[CH:3]=[C:4]([CH:7]=[C:8]2[O:12][CH2:11][O:10][C:9]=12)[CH:5]=[O:6].[CH3:13][O:14][C:15]1[CH:20]=[CH:19][CH:18]=[CH:17][C:16]=1B(O)O.C(=O)([O-])[O-].[K+].[K+], predict the reaction product. The product is: [CH3:13][O:14][C:15]1[CH:20]=[CH:19][CH:18]=[CH:17][C:16]=1[C:2]1[CH:3]=[C:4]([CH:7]=[C:8]2[O:12][CH2:11][O:10][C:9]=12)[CH:5]=[O:6]. (4) Given the reactants CN([P+](ON1N=NC2C=CC=CC1=2)(N(C)C)N(C)C)C.F[P-](F)(F)(F)(F)F.C(N(CC)CC)C.[NH2:35][C:36]1[N:44]=[CH:43][CH:42]=[CH:41][C:37]=1[C:38]([OH:40])=O.[C:45]1([C:51]2[CH:58]=[CH:57][C:54]([CH2:55][NH2:56])=[CH:53][CH:52]=2)[CH:50]=[CH:49][CH:48]=[CH:47][CH:46]=1, predict the reaction product. The product is: [C:45]1([C:51]2[CH:58]=[CH:57][C:54]([CH2:55][NH:56][C:38](=[O:40])[C:37]3[CH:41]=[CH:42][CH:43]=[N:44][C:36]=3[NH2:35])=[CH:53][CH:52]=2)[CH:50]=[CH:49][CH:48]=[CH:47][CH:46]=1. (5) Given the reactants [Br:1][C:2]1[CH:3]=[N:4][C:5]2[N:6]([N:8]=[C:9]([C:11]([OH:13])=O)[CH:10]=2)[CH:7]=1.[CH2:14]1[NH:19][CH2:18][CH2:17][N:16]2[CH:20]=[CH:21][CH:22]=[C:15]12, predict the reaction product. The product is: [Br:1][C:2]1[CH:3]=[N:4][C:5]2[N:6]([N:8]=[C:9]([C:11]([N:19]3[CH2:18][CH2:17][N:16]4[CH:20]=[CH:21][CH:22]=[C:15]4[CH2:14]3)=[O:13])[CH:10]=2)[CH:7]=1. (6) Given the reactants [CH:1]1[C:10]2[C:5](=[CH:6][CH:7]=[CH:8][CH:9]=2)[CH:4]=[CH:3][C:2]=1[C:11]1[C:15]2=[N:16][C:17]([C:20]#[N:21])=[CH:18][CH:19]=[C:14]2[N:13](C(C2C=CC=CC=2)(C2C=CC=CC=2)C2C=CC=CC=2)[N:12]=1.FC(F)(F)C(O)=O.C(=O)([O-])O.[Na+], predict the reaction product. The product is: [CH:1]1[C:10]2[C:5](=[CH:6][CH:7]=[CH:8][CH:9]=2)[CH:4]=[CH:3][C:2]=1[C:11]1[C:15]2=[N:16][C:17]([C:20]#[N:21])=[CH:18][CH:19]=[C:14]2[NH:13][N:12]=1. (7) Given the reactants [Cl:1][C:2]1[CH:28]=[C:27]([Cl:29])[CH:26]=[CH:25][C:3]=1[C:4]([C:6]1[CH:11]=[CH:10][CH:9]=[CH:8][C:7]=1[NH:12][S:13]([C:16]1[CH:24]=[CH:23][C:19]([C:20]([OH:22])=O)=[CH:18][CH:17]=1)(=[O:15])=[O:14])=[O:5].C(OC([N:37]1[CH2:42][CH2:41][CH:40]([CH2:43][CH2:44][CH2:45][NH2:46])[CH2:39][CH2:38]1)=O)(C)(C)C, predict the reaction product. The product is: [ClH:1].[Cl:1][C:2]1[CH:28]=[C:27]([Cl:29])[CH:26]=[CH:25][C:3]=1[C:4]([C:6]1[CH:11]=[CH:10][CH:9]=[CH:8][C:7]=1[NH:12][S:13]([C:16]1[CH:17]=[CH:18][C:19]([C:20]([NH:46][CH2:45][CH2:44][CH2:43][CH:40]2[CH2:41][CH2:42][NH:37][CH2:38][CH2:39]2)=[O:22])=[CH:23][CH:24]=1)(=[O:14])=[O:15])=[O:5]. (8) Given the reactants [F:1][C:2]1([F:16])[CH2:6][N:5]([C:7]([O:9][C:10]([CH3:13])([CH3:12])[CH3:11])=[O:8])[C@H:4]([CH2:14][OH:15])[CH2:3]1.CC(OI1(OC(C)=O)(OC(C)=O)OC(=O)C2C=CC=CC1=2)=O, predict the reaction product. The product is: [F:16][C:2]1([F:1])[CH2:6][N:5]([C:7]([O:9][C:10]([CH3:11])([CH3:12])[CH3:13])=[O:8])[C@H:4]([CH:14]=[O:15])[CH2:3]1.